This data is from Full USPTO retrosynthesis dataset with 1.9M reactions from patents (1976-2016). The task is: Predict the reactants needed to synthesize the given product. Given the product [Cl:14][C:15]1[CH:31]=[CH:30][C:18]2[CH2:19][CH2:20][N:21]([C:24](=[O:29])[C:25]([F:26])([F:28])[F:27])[CH2:22][CH2:23][C:17]=2[C:16]=1[NH:9][CH2:8][C:7]1[CH:6]=[CH:5][C:4]([CH2:3][CH:2]([CH3:1])[CH2:12][CH3:13])=[CH:11][CH:10]=1, predict the reactants needed to synthesize it. The reactants are: [CH3:1][CH:2]([CH2:12][CH3:13])[CH2:3][C:4]1[CH:11]=[CH:10][C:7]([CH2:8][NH2:9])=[CH:6][CH:5]=1.[Cl:14][C:15]1[CH:31]=[CH:30][C:18]2[CH2:19][CH2:20][N:21]([C:24](=[O:29])[C:25]([F:28])([F:27])[F:26])[CH2:22][CH2:23][C:17]=2[C:16]=1OS(C(F)(F)F)(=O)=O.C1C=CC(P(C2C(C3C(P(C4C=CC=CC=4)C4C=CC=CC=4)=CC=C4C=3C=CC=C4)=C3C(C=CC=C3)=CC=2)C2C=CC=CC=2)=CC=1.C(=O)([O-])[O-].[Cs+].[Cs+].